Dataset: Full USPTO retrosynthesis dataset with 1.9M reactions from patents (1976-2016). Task: Predict the reactants needed to synthesize the given product. Given the product [Cl:1][C:2]1[CH:3]=[N:4][CH:5]=[C:6]([Cl:27])[C:7]=1[NH:8][C:9]1[C:18]2[C:13](=[C:14]([O:21][CH2:22][C:23]([NH:33][OH:32])=[O:24])[C:15]([O:19][CH3:20])=[CH:16][CH:17]=2)[O:12][C:11](=[O:26])[CH:10]=1, predict the reactants needed to synthesize it. The reactants are: [Cl:1][C:2]1[CH:3]=[N:4][CH:5]=[C:6]([Cl:27])[C:7]=1[NH:8][C:9]1[C:18]2[C:13](=[C:14]([O:21][CH2:22][C:23](O)=[O:24])[C:15]([O:19][CH3:20])=[CH:16][CH:17]=2)[O:12][C:11](=[O:26])[CH:10]=1.[Si]([O:32][NH2:33])(C)(C)C.